From a dataset of Full USPTO retrosynthesis dataset with 1.9M reactions from patents (1976-2016). Predict the reactants needed to synthesize the given product. (1) The reactants are: [CH3:1][O:2][C:3]1[CH:16]=[CH:15][CH:14]=[CH:13][C:4]=1[CH2:5][CH2:6][CH:7]1[CH2:12][CH2:11][NH:10][CH2:9][CH2:8]1.[CH3:17][O:18][C:19]1[CH:20]=[C:21]([CH:25]=[CH:26][CH:27]=1)[CH2:22][CH2:23]Br.C([O-])([O-])=O.[K+].[K+]. Given the product [CH3:17][O:18][C:19]1[CH:20]=[C:21]([CH:25]=[CH:26][CH:27]=1)[CH2:22][CH2:23][N:10]1[CH2:11][CH2:12][CH:7]([CH2:6][CH2:5][C:4]2[CH:13]=[CH:14][CH:15]=[CH:16][C:3]=2[O:2][CH3:1])[CH2:8][CH2:9]1, predict the reactants needed to synthesize it. (2) Given the product [Cl:1][C:2]1[C:11]2[C:6](=[C:7]([Cl:21])[C:8]([C:13]3[CH:14]=[CH:15][C:16]([OH:19])=[CH:17][CH:18]=3)=[CH:9][C:10]=2[F:12])[CH:5]=[CH:4][C:3]=1[OH:22], predict the reactants needed to synthesize it. The reactants are: [Cl:1][C:2]1[C:11]2[C:6](=[C:7]([Cl:21])[C:8]([C:13]3[CH:18]=[CH:17][C:16]([O:19]C)=[CH:15][CH:14]=3)=[CH:9][C:10]=2[F:12])[CH:5]=[CH:4][C:3]=1[OH:22].B(Br)(Br)Br. (3) Given the product [NH2:1][C:2]1[N:7]=[C:6]([N:8]2[CH:17]([CH3:18])[CH2:16][C:15]3[C:10](=[CH:11][C:12]([C:19]4[CH:20]=[CH:21][C:22]([C:25]([NH:38][CH2:37][CH2:35][OH:36])=[O:27])=[N:23][CH:24]=4)=[CH:13][CH:14]=3)[CH2:9]2)[CH:5]=[C:4]([N:28]2[CH2:29][CH2:30][N:31]([CH3:34])[CH2:32][CH2:33]2)[N:3]=1, predict the reactants needed to synthesize it. The reactants are: [NH2:1][C:2]1[N:7]=[C:6]([N:8]2[CH:17]([CH3:18])[CH2:16][C:15]3[C:10](=[CH:11][C:12]([C:19]4[CH:20]=[CH:21][C:22]([C:25]([OH:27])=O)=[N:23][CH:24]=4)=[CH:13][CH:14]=3)[CH2:9]2)[CH:5]=[C:4]([N:28]2[CH2:33][CH2:32][N:31]([CH3:34])[CH2:30][CH2:29]2)[N:3]=1.[CH2:35]([CH2:37][NH2:38])[OH:36]. (4) Given the product [CH:13]1([NH:12][C:10](=[O:11])[CH2:9][S:8][C:4]2[CH:5]=[CH:6][CH:7]=[C:2]([B:16]3[O:20][C:19]([CH3:22])([CH3:21])[C:18]([CH3:24])([CH3:23])[O:17]3)[CH:3]=2)[CH2:15][CH2:14]1, predict the reactants needed to synthesize it. The reactants are: Br[C:2]1[CH:3]=[C:4]([S:8][CH2:9][C:10]([NH:12][CH:13]2[CH2:15][CH2:14]2)=[O:11])[CH:5]=[CH:6][CH:7]=1.[B:16]1([B:16]2[O:20][C:19]([CH3:22])([CH3:21])[C:18]([CH3:24])([CH3:23])[O:17]2)[O:20][C:19]([CH3:22])([CH3:21])[C:18]([CH3:24])([CH3:23])[O:17]1.C([O-])(=O)C.[K+]. (5) Given the product [CH3:1][O:2][C:3]1[CH:12]=[C:11]2[C:6]([CH2:7][CH2:8][CH:9]([C:14]([O:16][CH3:17])=[O:15])[CH2:10]2)=[CH:5][CH:4]=1, predict the reactants needed to synthesize it. The reactants are: [CH3:1][O:2][C:3]1[CH:12]=[C:11]2[C:6]([CH2:7][CH2:8][CH:9]([C:14]([O:16][CH3:17])=[O:15])[C:10]2=O)=[CH:5][CH:4]=1.S(=O)(=O)(O)O.[H][H]. (6) Given the product [CH2:3]1[C:4]2[C:9](=[CH:8][CH:7]=[CH:6][CH:5]=2)[CH2:1][CH:2]1[C@H:10]1[NH:15][C:14](=[O:16])[C@@H:13]([C@@H:17]([CH3:20])[CH2:18][CH3:19])[N:12]([C@H:21]([C:32]2[CH:33]=[C:34]3[C:38](=[CH:39][CH:40]=2)[N:37]([CH3:41])[N:36]=[CH:35]3)[C:22]([N:24]([CH3:43])[CH3:25])=[O:23])[C:11]1=[O:42], predict the reactants needed to synthesize it. The reactants are: [CH2:1]1[C:9]2[C:4](=[CH:5][CH:6]=[CH:7][CH:8]=2)[CH2:3][CH:2]1[C@H:10]1[NH:15][C:14](=[O:16])[C@@H:13]([C@@H:17]([CH3:20])[CH2:18][CH3:19])[N:12]([CH:21]([C:32]2[CH:33]=[C:34]3[C:38](=[CH:39][CH:40]=2)[N:37]([CH3:41])[N:36]=[CH:35]3)[C:22]([NH:24][C:25]2C=CC=CC=2O)=[O:23])[C:11]1=[O:42].[CH3:43]NC. (7) Given the product [CH:10]1[C:11]2[CH:12]([CH2:14][O:15][C:16]([NH:18][C@@H:19]([CH2:23][CH2:24][CH2:25][CH2:26][NH:27][C:54](=[O:55])[CH2:53][CH2:52][C@H:44]([NH:43][C:28](=[O:42])[CH2:29][CH2:30][CH2:31][CH2:32][CH2:33][CH2:34][CH2:35][CH2:36][CH2:37][CH2:38][CH2:39][CH2:40][CH3:41])[C:45]([O:47][C:48]([CH3:51])([CH3:50])[CH3:49])=[O:46])[C:20]([OH:22])=[O:21])=[O:17])[C:13]3[C:5](=[CH:4][CH:3]=[CH:2][CH:1]=3)[C:6]=2[CH:7]=[CH:8][CH:9]=1, predict the reactants needed to synthesize it. The reactants are: [CH:1]1[C:13]2[CH:12]([CH2:14][O:15][C:16]([NH:18][C@@H:19]([CH2:23][CH2:24][CH2:25][CH2:26][NH2:27])[C:20]([OH:22])=[O:21])=[O:17])[C:11]3[C:6](=[CH:7][CH:8]=[CH:9][CH:10]=3)[C:5]=2[CH:4]=[CH:3][CH:2]=1.[C:28]([NH:43][C@@H:44]([CH2:52][CH2:53][C:54](OC1C(F)=C(F)C(F)=C(F)C=1F)=[O:55])[C:45]([O:47][C:48]([CH3:51])([CH3:50])[CH3:49])=[O:46])(=[O:42])[CH2:29][CH2:30][CH2:31][CH2:32][CH2:33][CH2:34][CH2:35][CH2:36][CH2:37][CH2:38][CH2:39][CH2:40][CH3:41].CCN(C(C)C)C(C)C.C(O)(=O)CC(CC(O)=O)(C(O)=O)O.